Dataset: Catalyst prediction with 721,799 reactions and 888 catalyst types from USPTO. Task: Predict which catalyst facilitates the given reaction. Reactant: [F:1][C:2]1[CH:3]=[C:4]([CH:9]=[C:10]([I:12])[CH:11]=1)[C:5](OC)=[O:6].CC(C[AlH]CC(C)C)C. Product: [F:1][C:2]1[CH:3]=[C:4]([CH2:5][OH:6])[CH:9]=[C:10]([I:12])[CH:11]=1. The catalyst class is: 2.